Regression. Given a peptide amino acid sequence and an MHC pseudo amino acid sequence, predict their binding affinity value. This is MHC class I binding data. From a dataset of Peptide-MHC class I binding affinity with 185,985 pairs from IEDB/IMGT. (1) The MHC is HLA-B44:03 with pseudo-sequence HLA-B44:03. The binding affinity (normalized) is 0.349. The peptide sequence is QEKGKSLLF. (2) The peptide sequence is TLFIDRGSI. The MHC is HLA-A02:03 with pseudo-sequence HLA-A02:03. The binding affinity (normalized) is 0.382. (3) The peptide sequence is RADEINAIL. The MHC is HLA-A31:01 with pseudo-sequence HLA-A31:01. The binding affinity (normalized) is 0.0847.